This data is from Ames mutagenicity test results for genotoxicity prediction. The task is: Regression/Classification. Given a drug SMILES string, predict its toxicity properties. Task type varies by dataset: regression for continuous values (e.g., LD50, hERG inhibition percentage) or binary classification for toxic/non-toxic outcomes (e.g., AMES mutagenicity, cardiotoxicity, hepatotoxicity). Dataset: ames. The drug is COc1c2ccoc2nc2c(O)c3c(c(CC=C(C)C)c12)OCO3. The result is 0 (non-mutagenic).